This data is from Peptide-MHC class I binding affinity with 185,985 pairs from IEDB/IMGT. The task is: Regression. Given a peptide amino acid sequence and an MHC pseudo amino acid sequence, predict their binding affinity value. This is MHC class I binding data. (1) The peptide sequence is TQSGALEVL. The MHC is HLA-A02:02 with pseudo-sequence HLA-A02:02. The binding affinity (normalized) is 0.359. (2) The peptide sequence is SLIVKCMPY. The MHC is HLA-A11:01 with pseudo-sequence HLA-A11:01. The binding affinity (normalized) is 0.221. (3) The peptide sequence is ITNPFFYQM. The MHC is HLA-B27:03 with pseudo-sequence HLA-B27:03. The binding affinity (normalized) is 0.0847. (4) The peptide sequence is LQNFCQHLV. The MHC is HLA-A26:01 with pseudo-sequence HLA-A26:01. The binding affinity (normalized) is 0.0847. (5) The peptide sequence is RISGVDRYY. The MHC is HLA-B18:01 with pseudo-sequence HLA-B18:01. The binding affinity (normalized) is 0.0350. (6) The peptide sequence is ERYFRINSL. The MHC is Mamu-B17 with pseudo-sequence Mamu-B17. The binding affinity (normalized) is 0. (7) The peptide sequence is NASDRMGMGT. The MHC is HLA-B57:01 with pseudo-sequence HLA-B57:01. The binding affinity (normalized) is 0.401. (8) The peptide sequence is ILTRLALFF. The MHC is HLA-A80:01 with pseudo-sequence HLA-A80:01. The binding affinity (normalized) is 0.703. (9) The peptide sequence is KLSYGIATVR. The MHC is HLA-A33:01 with pseudo-sequence HLA-A33:01. The binding affinity (normalized) is 0.109. (10) The peptide sequence is KRWIIMGLNK. The MHC is HLA-B08:01 with pseudo-sequence HLA-B08:01. The binding affinity (normalized) is 0.